This data is from Catalyst prediction with 721,799 reactions and 888 catalyst types from USPTO. The task is: Predict which catalyst facilitates the given reaction. (1) Reactant: FC(F)(F)C(O)=O.C([O:12][C:13](=[O:49])[C:14]([O:17][C:18]1[CH:23]=[C:22]([O:24][CH2:25][C@@H:26]([OH:43])[CH2:27][N:28]2[CH2:33][CH2:32][C:31]3([CH2:37][C:36]4[CH:38]=[C:39]([Cl:42])[CH:40]=[CH:41][C:35]=4[O:34]3)[CH2:30][CH2:29]2)[C:21]([C:44]([NH:46][CH3:47])=[O:45])=[CH:20][C:19]=1[Cl:48])([CH3:16])[CH3:15])(C)(C)C. Product: [Cl:48][C:19]1[CH:20]=[C:21]([C:44]([NH:46][CH3:47])=[O:45])[C:22]([O:24][CH2:25][C@@H:26]([OH:43])[CH2:27][N:28]2[CH2:29][CH2:30][C:31]3([CH2:37][C:36]4[CH:38]=[C:39]([Cl:42])[CH:40]=[CH:41][C:35]=4[O:34]3)[CH2:32][CH2:33]2)=[CH:23][C:18]=1[O:17][C:14]([CH3:15])([CH3:16])[C:13]([OH:49])=[O:12]. The catalyst class is: 11. (2) Reactant: [N:1]1[C:10]2[C:5](=[CH:6][C:7]([O:11][CH2:12][C:13]([O:15][CH2:16][CH3:17])=[O:14])=[CH:8][CH:9]=2)[CH:4]=[CH:3][CH:2]=1. Product: [NH:1]1[C:10]2[C:5](=[CH:6][C:7]([O:11][CH2:12][C:13]([O:15][CH2:16][CH3:17])=[O:14])=[CH:8][CH:9]=2)[CH2:4][CH2:3][CH2:2]1. The catalyst class is: 603.